From a dataset of Full USPTO retrosynthesis dataset with 1.9M reactions from patents (1976-2016). Predict the reactants needed to synthesize the given product. (1) Given the product [Cl:20][C:17]1[CH:18]=[CH:19][C:14]([NH:13][S:10]([C:7]2[CH:6]=[CH:5][C:4]([C:1]([OH:3])([CH3:2])[C:30]([F:33])([F:32])[F:31])=[CH:9][CH:8]=2)(=[O:12])=[O:11])=[C:15]([N:21]2[C:29]3[C:24](=[N:25][CH:26]=[CH:27][CH:28]=3)[N:23]=[N:22]2)[CH:16]=1, predict the reactants needed to synthesize it. The reactants are: [C:1]([C:4]1[CH:9]=[CH:8][C:7]([S:10]([NH:13][C:14]2[CH:19]=[CH:18][C:17]([Cl:20])=[CH:16][C:15]=2[N:21]2[C:29]3[C:24](=[N:25][CH:26]=[CH:27][CH:28]=3)[N:23]=[N:22]2)(=[O:12])=[O:11])=[CH:6][CH:5]=1)(=[O:3])[CH3:2].[C:30]([Si](C)(C)C)([F:33])([F:32])[F:31].[F-].C([N+](CCCC)(CCCC)CCCC)CCC. (2) Given the product [CH3:23][C:24]1[CH:25]=[C:26]([CH:29]=[CH:30][C:31]=1[CH3:32])[CH2:27][NH:28][C:4]([C:6]1[N:7]=[C:8]([C:15]2[C:16]([F:22])=[CH:17][CH:18]=[CH:19][C:20]=2[F:21])[N:9]([CH3:14])[C:10](=[O:13])[C:11]=1[OH:12])=[O:5], predict the reactants needed to synthesize it. The reactants are: C(O[C:4]([C:6]1[N:7]=[C:8]([C:15]2[C:20]([F:21])=[CH:19][CH:18]=[CH:17][C:16]=2[F:22])[N:9]([CH3:14])[C:10](=[O:13])[C:11]=1[OH:12])=[O:5])C.[CH3:23][C:24]1[CH:25]=[C:26]([CH:29]=[CH:30][C:31]=1[CH3:32])[CH2:27][NH2:28]. (3) Given the product [Cl:52][C:47]1[CH:48]=[CH:49][CH:50]=[CH:51][C:46]=1[O:45][CH:42]1[CH2:43][CH2:44][N:39]([C:37](=[O:38])[CH2:36][NH:35][C:23]([N:10]2[CH:9]=[C:8]([C:2]3[CH:3]=[CH:4][CH:5]=[CH:6][CH:7]=3)[CH:12]=[N:11]2)=[O:25])[CH2:40][CH2:41]1, predict the reactants needed to synthesize it. The reactants are: Cl.[C:2]1([C:8]2[CH:9]=[N:10][NH:11][CH:12]=2)[CH:7]=[CH:6][CH:5]=[CH:4][CH:3]=1.CCN(C(C)C)C(C)C.Cl[C:23](Cl)([O:25]C(=O)OC(Cl)(Cl)Cl)Cl.Cl.[NH2:35][CH2:36][C:37]([N:39]1[CH2:44][CH2:43][CH:42]([O:45][C:46]2[CH:51]=[CH:50][CH:49]=[CH:48][C:47]=2[Cl:52])[CH2:41][CH2:40]1)=[O:38].Cl.ClC1C=CC=CC=1OC1CCNCC1. (4) Given the product [C:49]([O:48][C:46](=[O:47])[CH2:45][CH2:2][CH2:3][N:4]1[CH:8]=[C:7]([N:9]2[C:17]3[C:12](=[CH:13][CH:14]=[C:15]([Cl:19])[C:16]=3[F:18])[C:11]([S:20][C:21]3[C:22]([F:32])=[C:23]([CH:29]=[CH:30][CH:31]=3)[C:24]([O:26][CH2:27][CH3:28])=[O:25])=[C:10]2[CH:33]2[CH2:35][CH2:34]2)[CH:6]=[N:5]1)([CH3:52])([CH3:51])[CH3:50], predict the reactants needed to synthesize it. The reactants are: N[CH2:2][CH2:3][N:4]1[CH:8]=[C:7]([N:9]2[C:17]3[C:12](=[CH:13][CH:14]=[C:15]([Cl:19])[C:16]=3[F:18])[C:11]([S:20][C:21]3[C:22]([F:32])=[C:23]([CH:29]=[CH:30][CH:31]=3)[C:24]([O:26][CH2:27][CH3:28])=[O:25])=[C:10]2[CH:33]2[CH2:35][CH2:34]2)[CH:6]=[N:5]1.C([O-])([O-])=O.[Cs+].[Cs+].BrCC[CH2:45][C:46]([O:48][C:49]([CH3:52])([CH3:51])[CH3:50])=[O:47]. (5) Given the product [CH3:1][O:2][C:3](=[O:21])[C:4]1[CH:9]=[CH:8][C:7]([NH:10][C:11]([O:13][C:14]([CH3:15])([CH3:17])[CH3:16])=[O:12])=[C:6]([NH2:18])[CH:5]=1, predict the reactants needed to synthesize it. The reactants are: [CH3:1][O:2][C:3](=[O:21])[C:4]1[CH:9]=[CH:8][C:7]([NH:10][C:11]([O:13][C:14]([CH3:17])([CH3:16])[CH3:15])=[O:12])=[C:6]([N+:18]([O-])=O)[CH:5]=1. (6) The reactants are: Cl[C:2]1[N:7]=[CH:6][N:5]=[C:4]([NH:8][C:9]2[CH:14]=[CH:13][CH:12]=[C:11]([CH2:15][S:16]([CH3:19])(=[O:18])=[O:17])[CH:10]=2)[N:3]=1.[Cl:20][C:21]1[CH:22]=[C:23]([CH:35]=[CH:36][CH:37]=1)[CH2:24][O:25][C:26]1[CH:31]=[CH:30][CH:29]=[CH:28][C:27]=1B(O)O. Given the product [Cl:20][C:21]1[CH:22]=[C:23]([CH:35]=[CH:36][CH:37]=1)[CH2:24][O:25][C:26]1[CH:31]=[CH:30][CH:29]=[CH:28][C:27]=1[C:2]1[N:7]=[CH:6][N:5]=[C:4]([NH:8][C:9]2[CH:14]=[CH:13][CH:12]=[C:11]([CH2:15][S:16]([CH3:19])(=[O:18])=[O:17])[CH:10]=2)[N:3]=1, predict the reactants needed to synthesize it.